From a dataset of Forward reaction prediction with 1.9M reactions from USPTO patents (1976-2016). Predict the product of the given reaction. (1) Given the reactants [H-].[Na+].[CH2:3]([O:10][C:11](=[O:27])[NH:12][C:13]1[C:14](=[O:26])[NH:15][C:16]([C:19]2[CH:24]=[CH:23][CH:22]=[CH:21][C:20]=2[Cl:25])=[CH:17][CH:18]=1)[C:4]1[CH:9]=[CH:8][CH:7]=[CH:6][CH:5]=1.I[CH2:29][C:30]([NH:32][CH2:33][CH2:34][C:35]1[CH:40]=[CH:39][CH:38]=[CH:37][CH:36]=1)=[O:31], predict the reaction product. The product is: [CH2:3]([O:10][C:11](=[O:27])[NH:12][C:13]1[C:14](=[O:26])[N:15]([CH2:29][C:30](=[O:31])[NH:32][CH2:33][CH2:34][C:35]2[CH:40]=[CH:39][CH:38]=[CH:37][CH:36]=2)[C:16]([C:19]2[CH:24]=[CH:23][CH:22]=[CH:21][C:20]=2[Cl:25])=[CH:17][CH:18]=1)[C:4]1[CH:9]=[CH:8][CH:7]=[CH:6][CH:5]=1. (2) Given the reactants CS(O[CH:6]1[CH2:11][CH2:10][O:9][CH:8]([C:12]2[N:16]([CH3:17])[N:15]=[C:14]([C:18]([F:21])([F:20])[F:19])[CH:13]=2)[CH2:7]1)(=O)=O.C([O-])([O-])=O.[Cs+].[Cs+].[F:28][C:29]([F:38])([F:37])[C:30]1[CH:31]=[C:32]([SH:36])[CH:33]=[CH:34][CH:35]=1, predict the reaction product. The product is: [CH3:17][N:16]1[C:12]([CH:8]2[CH2:7][CH:6]([S:36][C:32]3[CH:33]=[CH:34][CH:35]=[C:30]([C:29]([F:28])([F:37])[F:38])[CH:31]=3)[CH2:11][CH2:10][O:9]2)=[CH:13][C:14]([C:18]([F:19])([F:20])[F:21])=[N:15]1. (3) The product is: [C:32]([O:31][C:29]([N:36]1[CH:45]([C:46](=[O:47])[NH:27][CH:18]([CH2:19][C:20]2[CH:21]=[CH:22][C:23]([F:26])=[CH:24][CH:25]=2)[C:17]([N:5]2[CH2:6][CH:7]([O:9][CH2:10][C:11]3[CH:16]=[CH:15][CH:14]=[CH:13][CH:12]=3)[CH2:8][CH:4]2[CH2:1][CH:2]=[CH2:3])=[O:28])[CH2:44][C:43]2[C:38](=[CH:39][CH:40]=[CH:41][CH:42]=2)[CH2:37]1)=[O:30])([CH3:35])([CH3:34])[CH3:33]. Given the reactants [CH2:1]([CH:4]1[CH2:8][CH:7]([O:9][CH2:10][C:11]2[CH:16]=[CH:15][CH:14]=[CH:13][CH:12]=2)[CH2:6][N:5]1[C:17](=[O:28])[CH:18]([NH2:27])[CH2:19][C:20]1[CH:25]=[CH:24][C:23]([F:26])=[CH:22][CH:21]=1)[CH:2]=[CH2:3].[C:29]([N:36]1[CH:45]([C:46](O)=[O:47])[CH2:44][CH:43]2[C:38](=[CH:39][CH:40]=[CH:41][CH2:42]2)[CH2:37]1)([O:31][C:32]([CH3:35])([CH3:34])[CH3:33])=[O:30].ON1C2C=CC=CC=2N=N1.CN1CCOCC1.CN(C)CCCN=C=NCC, predict the reaction product. (4) Given the reactants [NH2:1][CH2:2][C:3]1[CH:8]=[CH:7][C:6]([NH:9][C:10](=[O:18])[C:11]2[CH:16]=[CH:15][C:14]([Br:17])=[CH:13][CH:12]=2)=[CH:5][CH:4]=1.C(N(CC)CC)C.[CH3:26][C:27]1[CH:36]=[C:35]2[C:30]([C:31](Cl)=[N:32][C:33]([Cl:37])=[N:34]2)=[CH:29][CH:28]=1, predict the reaction product. The product is: [Br:17][C:14]1[CH:15]=[CH:16][C:11]([C:10]([NH:9][C:6]2[CH:5]=[CH:4][C:3]([CH2:2][NH:1][C:31]3[C:30]4[C:35](=[CH:36][C:27]([CH3:26])=[CH:28][CH:29]=4)[N:34]=[C:33]([Cl:37])[N:32]=3)=[CH:8][CH:7]=2)=[O:18])=[CH:12][CH:13]=1.